Dataset: Reaction yield outcomes from USPTO patents with 853,638 reactions. Task: Predict the reaction yield, written as a fraction of the theoretical maximum amount of product (1.0 means a 100% yield; for example, 0.34 means a 34% yield). (1) The reactants are C[Si]([N-][Si](C)(C)C)(C)C.[Li+].C[Si](C)(C)[CH2:13][C:14]([O:16][CH3:17])=[O:15].[N+:20]([C:23]1[CH:32]=[C:31]2[C:26]([CH2:27][CH2:28][CH2:29][C:30]2=O)=[CH:25][CH:24]=1)([O-:22])=[O:21].O. The catalyst is C1COCC1. The product is [N+:20]([C:23]1[CH:32]=[C:31]2[C:26]([CH2:27][CH2:28][CH2:29]/[C:30]/2=[CH:13]\[C:14]([O:16][CH3:17])=[O:15])=[CH:25][CH:24]=1)([O-:22])=[O:21]. The yield is 0.830. (2) The reactants are [OH:1][C:2]1[CH:3]=[C:4]([C:8]#[C:9][C:10]2[CH:11]=[C:12]([C:16]([N:18]=[S@:19]([CH2:27][C:28]([O:30]CC)=O)([C:21]3[CH:26]=[CH:25][CH:24]=[CH:23][CH:22]=3)=[O:20])=[O:17])[CH:13]=[N:14][CH:15]=2)[CH:5]=[CH:6][CH:7]=1.[CH3:33][NH2:34]. No catalyst specified. The product is [OH:1][C:2]1[CH:3]=[C:4]([C:8]#[C:9][C:10]2[CH:15]=[N:14][CH:13]=[C:12]([CH:11]=2)[C:16]([N:18]=[S:19]([CH2:27][C:28]([NH:34][CH3:33])=[O:30])(=[O:20])[C:21]2[CH:22]=[CH:23][CH:24]=[CH:25][CH:26]=2)=[O:17])[CH:5]=[CH:6][CH:7]=1. The yield is 0.900.